Dataset: NCI-60 drug combinations with 297,098 pairs across 59 cell lines. Task: Regression. Given two drug SMILES strings and cell line genomic features, predict the synergy score measuring deviation from expected non-interaction effect. (1) Drug 1: CC1=C(C=C(C=C1)NC(=O)C2=CC=C(C=C2)CN3CCN(CC3)C)NC4=NC=CC(=N4)C5=CN=CC=C5. Drug 2: CC(C)(C#N)C1=CC(=CC(=C1)CN2C=NC=N2)C(C)(C)C#N. Cell line: K-562. Synergy scores: CSS=54.3, Synergy_ZIP=1.58, Synergy_Bliss=-0.0739, Synergy_Loewe=-5.88, Synergy_HSA=-2.61. (2) Drug 1: CCC1=CC2CC(C3=C(CN(C2)C1)C4=CC=CC=C4N3)(C5=C(C=C6C(=C5)C78CCN9C7C(C=CC9)(C(C(C8N6C)(C(=O)OC)O)OC(=O)C)CC)OC)C(=O)OC.C(C(C(=O)O)O)(C(=O)O)O. Drug 2: C1=C(C(=O)NC(=O)N1)F. Cell line: SW-620. Synergy scores: CSS=51.9, Synergy_ZIP=-4.79, Synergy_Bliss=-5.31, Synergy_Loewe=-3.09, Synergy_HSA=-0.827. (3) Drug 1: CC12CCC3C(C1CCC2NC(=O)OCC(F)(F)F)CCC4C3(C=CC(=O)N4C)C. Drug 2: CN(C)C(=N)N=C(N)N. Cell line: HCT116. Synergy scores: CSS=0.818, Synergy_ZIP=-2.07, Synergy_Bliss=-3.89, Synergy_Loewe=-3.30, Synergy_HSA=-3.23. (4) Drug 1: COC1=C(C=C2C(=C1)N=CN=C2NC3=CC(=C(C=C3)F)Cl)OCCCN4CCOCC4. Drug 2: CN(C(=O)NC(C=O)C(C(C(CO)O)O)O)N=O. Cell line: SK-MEL-2. Synergy scores: CSS=18.9, Synergy_ZIP=-5.24, Synergy_Bliss=-4.07, Synergy_Loewe=-36.1, Synergy_HSA=-1.78. (5) Drug 1: CC1=C(N=C(N=C1N)C(CC(=O)N)NCC(C(=O)N)N)C(=O)NC(C(C2=CN=CN2)OC3C(C(C(C(O3)CO)O)O)OC4C(C(C(C(O4)CO)O)OC(=O)N)O)C(=O)NC(C)C(C(C)C(=O)NC(C(C)O)C(=O)NCCC5=NC(=CS5)C6=NC(=CS6)C(=O)NCCC[S+](C)C)O. Drug 2: CN(CC1=CN=C2C(=N1)C(=NC(=N2)N)N)C3=CC=C(C=C3)C(=O)NC(CCC(=O)O)C(=O)O. Cell line: U251. Synergy scores: CSS=59.4, Synergy_ZIP=-0.711, Synergy_Bliss=-1.90, Synergy_Loewe=-3.74, Synergy_HSA=1.95. (6) Drug 2: CCC1(C2=C(COC1=O)C(=O)N3CC4=CC5=C(C=CC(=C5CN(C)C)O)N=C4C3=C2)O.Cl. Drug 1: C1=NC(=NC(=O)N1C2C(C(C(O2)CO)O)O)N. Cell line: RPMI-8226. Synergy scores: CSS=70.5, Synergy_ZIP=-5.98, Synergy_Bliss=-5.20, Synergy_Loewe=-4.91, Synergy_HSA=-2.22. (7) Drug 1: COC1=CC(=CC(=C1O)OC)C2C3C(COC3=O)C(C4=CC5=C(C=C24)OCO5)OC6C(C(C7C(O6)COC(O7)C8=CC=CS8)O)O. Drug 2: C1=CC(=CC=C1C#N)C(C2=CC=C(C=C2)C#N)N3C=NC=N3. Cell line: SNB-19. Synergy scores: CSS=49.3, Synergy_ZIP=-2.24, Synergy_Bliss=-3.89, Synergy_Loewe=-32.6, Synergy_HSA=-3.48. (8) Drug 1: CN1C2=C(C=C(C=C2)N(CCCl)CCCl)N=C1CCCC(=O)O.Cl. Drug 2: CCCCCOC(=O)NC1=NC(=O)N(C=C1F)C2C(C(C(O2)C)O)O. Cell line: SNB-75. Synergy scores: CSS=0.145, Synergy_ZIP=0.389, Synergy_Bliss=-0.270, Synergy_Loewe=-2.03, Synergy_HSA=-1.68. (9) Drug 1: CC12CCC(CC1=CCC3C2CCC4(C3CC=C4C5=CN=CC=C5)C)O. Drug 2: C1C(C(OC1N2C=NC(=NC2=O)N)CO)O. Cell line: OVCAR-8. Synergy scores: CSS=25.9, Synergy_ZIP=-5.00, Synergy_Bliss=-1.45, Synergy_Loewe=-7.17, Synergy_HSA=0.161. (10) Drug 1: C1=C(C(=O)NC(=O)N1)F. Drug 2: CN1C(=O)N2C=NC(=C2N=N1)C(=O)N. Cell line: OVCAR-4. Synergy scores: CSS=39.6, Synergy_ZIP=1.37, Synergy_Bliss=-1.43, Synergy_Loewe=-10.8, Synergy_HSA=-3.88.